Dataset: Catalyst prediction with 721,799 reactions and 888 catalyst types from USPTO. Task: Predict which catalyst facilitates the given reaction. (1) Reactant: [CH:1]1([CH:4]2[CH:13]([CH3:14])[CH:12]([N:15]([CH3:22])[C:16]3[CH:21]=[CH:20][CH:19]=[CH:18][CH:17]=3)[C:11]3[C:6](=[CH:7][CH:8]=[CH:9][CH:10]=3)[NH:5]2)[CH2:3][CH2:2]1.N1C=CC=CC=1.[C:29](Cl)(=[O:31])[CH3:30]. Product: [CH:1]1([C@H:4]2[C@H:13]([CH3:14])[C@@H:12]([N:15]([CH3:22])[C:16]3[CH:17]=[CH:18][CH:19]=[CH:20][CH:21]=3)[C:11]3[C:6](=[CH:7][CH:8]=[CH:9][CH:10]=3)[N:5]2[C:29](=[O:31])[CH3:30])[CH2:2][CH2:3]1. The catalyst class is: 4. (2) Reactant: [C:1]([NH:4][C:5]1[CH:10]=[CH:9][C:8]([S:11](Cl)(=[O:13])=[O:12])=[CH:7][CH:6]=1)(=[O:3])[CH3:2].[C:15]([NH2:19])([CH3:18])([CH3:17])[CH3:16]. Product: [C:1]([NH:4][C:5]1[CH:10]=[CH:9][C:8]([S:11]([NH:19][C:15]([CH3:18])([CH3:17])[CH3:16])(=[O:13])=[O:12])=[CH:7][CH:6]=1)(=[O:3])[CH3:2]. The catalyst class is: 57. (3) Reactant: [CH2:1]([N:3]([CH2:29][CH3:30])[CH2:4][CH2:5][N:6]1[CH2:11][CH2:10][C:9]2[NH:12][C:13]([CH:16]=[C:17]3[C:25]4[C:20](=[CH:21][CH:22]=[C:23]([F:26])[CH:24]=4)[NH:19][C:18]3=[O:27])=[C:14]([CH3:15])[C:8]=2[C:7]1=[O:28])[CH3:2].[OH:31][CH:32]([CH2:36][C:37]([OH:39])=[O:38])[C:33]([OH:35])=[O:34]. Product: [C:33]([OH:35])(=[O:34])[CH:32]([CH2:36][C:37]([OH:39])=[O:38])[OH:31].[CH2:29]([N:3]([CH2:1][CH3:2])[CH2:4][CH2:5][N:6]1[CH2:11][CH2:10][C:9]2[NH:12][C:13]([CH:16]=[C:17]3[C:25]4[C:20](=[CH:21][CH:22]=[C:23]([F:26])[CH:24]=4)[NH:19][C:18]3=[O:27])=[C:14]([CH3:15])[C:8]=2[C:7]1=[O:28])[CH3:30]. The catalyst class is: 5. (4) Reactant: [CH3:1][O:2][C:3]([C:5]1[C:14]2[CH2:13][CH2:12][N:11]([C:15]3[CH:20]=[CH:19][CH:18]=[C:17]([C:21]([O:23]C(C)(C)C)=[O:22])[CH:16]=3)[CH2:10][C:9]=2[CH:8]=[N:7][CH:6]=1)=[O:4]. Product: [CH3:1][O:2][C:3]([C:5]1[CH:6]=[N:7][CH:8]=[C:9]2[C:14]=1[CH2:13][CH2:12][N:11]([C:15]1[CH:16]=[C:17]([CH:18]=[CH:19][CH:20]=1)[C:21]([OH:23])=[O:22])[CH2:10]2)=[O:4]. The catalyst class is: 106. (5) Reactant: [C:1]([O:5][C:6]([N:8]1[CH2:13][CH2:12][CH:11]([C:14]([OH:16])=O)[CH2:10][CH2:9]1)=[O:7])([CH3:4])([CH3:3])[CH3:2].C1CCC(N=C=NC2CCCCC2)CC1.[CH3:32][C:33]1([CH3:41])[O:38][C:37](=[O:39])[CH2:36][C:35](=[O:40])[O:34]1. Product: [C:1]([O:5][C:6]([N:8]1[CH2:9][CH2:10][CH:11]([C:14]([CH:36]2[C:37](=[O:39])[O:38][C:33]([CH3:41])([CH3:32])[O:34][C:35]2=[O:40])=[O:16])[CH2:12][CH2:13]1)=[O:7])([CH3:2])([CH3:3])[CH3:4]. The catalyst class is: 79. (6) Reactant: Cl.[CH2:2]([O:9][C:10]1[C:11](=[O:19])[CH:12]=[C:13]([CH2:17]Cl)[N:14]([CH3:16])[CH:15]=1)[C:3]1[CH:8]=[CH:7][CH:6]=[CH:5][CH:4]=1.[NH2:20][C@H:21]([C:23]([NH:25][CH3:26])=[O:24])[CH3:22].Cl.C(N(C(C)C)CC)(C)C. Product: [CH2:2]([O:9][C:10]1[C:11](=[O:19])[CH:12]=[C:13]([CH2:17][NH:20][C@@H:21]([CH3:22])[C:23]([NH:25][CH3:26])=[O:24])[N:14]([CH3:16])[CH:15]=1)[C:3]1[CH:8]=[CH:7][CH:6]=[CH:5][CH:4]=1. The catalyst class is: 23. (7) Reactant: [CH3:1][O:2][C:3]1[CH:8]=[CH:7][C:6]([NH:9][C:10]([NH2:12])=[S:11])=[CH:5][CH:4]=1.Cl[CH2:14][CH:15]=O. Product: [CH3:1][O:2][C:3]1[CH:4]=[CH:5][C:6]([NH:9][C:10]2[S:11][CH:14]=[CH:15][N:12]=2)=[CH:7][CH:8]=1. The catalyst class is: 14. (8) Reactant: Cl.[CH2:2]([O:4][C:5]([C:7]1[N:8]([S:22]([C:25]2[CH:30]=[CH:29][C:28]([CH3:31])=[CH:27][CH:26]=2)(=[O:24])=[O:23])[C:9]2[C:14]([CH:15]=1)=[CH:13][C:12]([CH:16]1[CH2:21][CH2:20][NH:19][CH2:18][CH2:17]1)=[CH:11][CH:10]=2)=[O:6])[CH3:3].C(N(CC)CC)C.[CH3:39][C:40]([CH3:42])=O.C(O)(=O)C.C(O[BH-](OC(=O)C)OC(=O)C)(=O)C.[Na+].C(=O)(O)[O-].[Na+]. Product: [CH2:2]([O:4][C:5]([C:7]1[N:8]([S:22]([C:25]2[CH:26]=[CH:27][C:28]([CH3:31])=[CH:29][CH:30]=2)(=[O:23])=[O:24])[C:9]2[C:14]([CH:15]=1)=[CH:13][C:12]([CH:16]1[CH2:21][CH2:20][N:19]([CH:40]([CH3:42])[CH3:39])[CH2:18][CH2:17]1)=[CH:11][CH:10]=2)=[O:6])[CH3:3]. The catalyst class is: 68. (9) Reactant: O[CH2:2][C:3]1[CH:8]=[CH:7][C:6]([CH2:9][CH2:10][N:11]2[CH:16]=[CH:15][C:14]([O:17][CH2:18][C:19]3[CH:20]=[N:21][CH:22]=[CH:23][CH:24]=3)=[CH:13][C:12]2=[O:25])=[CH:5][CH:4]=1.[CH2:26]([N:28](CC)[CH2:29][CH3:30])[CH3:27].CS(Cl)(=O)=O.N1CCCC1. Product: [N:21]1[CH:22]=[CH:23][CH:24]=[C:19]([CH2:18][O:17][C:14]2[CH:15]=[CH:16][N:11]([CH2:10][CH2:9][C:6]3[CH:7]=[CH:8][C:3]([CH2:2][N:28]4[CH2:29][CH2:30][CH2:27][CH2:26]4)=[CH:4][CH:5]=3)[C:12](=[O:25])[CH:13]=2)[CH:20]=1. The catalyst class is: 2.